This data is from Forward reaction prediction with 1.9M reactions from USPTO patents (1976-2016). The task is: Predict the product of the given reaction. (1) Given the reactants [C:1]([O:5][C:6]([N:8]1[CH2:13][CH2:12][C:11]([NH:18][C:19]2[CH:24]=[CH:23][CH:22]=[C:21]([NH:25][C:26]([C:39]3[CH:44]=[CH:43][CH:42]=[CH:41][CH:40]=3)([C:33]3[CH:38]=[CH:37][CH:36]=[CH:35][CH:34]=3)[C:27]3[CH:32]=[CH:31][CH:30]=[CH:29][CH:28]=3)[CH:20]=2)([C:14]([O:16][CH3:17])=[O:15])[CH2:10][CH2:9]1)=[O:7])([CH3:4])([CH3:3])[CH3:2].C(N(CC)CC)C.[O:52]1[CH:56]=[CH:55][CH:54]=[C:53]1[C:57](Cl)=[O:58], predict the reaction product. The product is: [C:1]([O:5][C:6]([N:8]1[CH2:9][CH2:10][C:11]([N:18]([C:19]2[CH:24]=[CH:23][CH:22]=[C:21]([NH:25][C:26]([C:33]3[CH:38]=[CH:37][CH:36]=[CH:35][CH:34]=3)([C:27]3[CH:28]=[CH:29][CH:30]=[CH:31][CH:32]=3)[C:39]3[CH:44]=[CH:43][CH:42]=[CH:41][CH:40]=3)[CH:20]=2)[C:57]([C:53]2[O:52][CH:56]=[CH:55][CH:54]=2)=[O:58])([C:14]([O:16][CH3:17])=[O:15])[CH2:12][CH2:13]1)=[O:7])([CH3:4])([CH3:2])[CH3:3]. (2) Given the reactants Br[C:2]1[CH:7]=[CH:6][C:5]([C:8]2[N:9]([CH2:14][C@@H:15]3[CH2:19][CH2:18][N:17]([C:20]([CH:22]4[CH2:24][CH2:23]4)=[O:21])[CH2:16]3)[C:10](=[O:13])[NH:11][N:12]=2)=[CH:4][CH:3]=1.[F:25][C:26]1[CH:31]=[CH:30][CH:29]=[CH:28][C:27]=1B(O)O.C([O-])([O-])=O.[K+].[K+].Cl, predict the reaction product. The product is: [CH:22]1([C:20]([N:17]2[CH2:18][CH2:19][C@@H:15]([CH2:14][N:9]3[C:8]([C:5]4[CH:6]=[CH:7][C:2]([C:27]5[CH:28]=[CH:29][CH:30]=[CH:31][C:26]=5[F:25])=[CH:3][CH:4]=4)=[N:12][NH:11][C:10]3=[O:13])[CH2:16]2)=[O:21])[CH2:24][CH2:23]1.